Regression. Given a peptide amino acid sequence and an MHC pseudo amino acid sequence, predict their binding affinity value. This is MHC class I binding data. From a dataset of Peptide-MHC class I binding affinity with 185,985 pairs from IEDB/IMGT. The peptide sequence is SMGFKVTTRR. The MHC is HLA-A31:01 with pseudo-sequence HLA-A31:01. The binding affinity (normalized) is 0.714.